This data is from Reaction yield outcomes from USPTO patents with 853,638 reactions. The task is: Predict the reaction yield, written as a fraction of the theoretical maximum amount of product (1.0 means a 100% yield; for example, 0.34 means a 34% yield). (1) The yield is 0.310. The catalyst is O1CCCC1. The reactants are [CH2:1]([C:5]1[CH:10]=[CH:9][C:8]([CH2:11][C:12](Cl)=[N:13][OH:14])=[CH:7][CH:6]=1)[CH2:2][CH2:3][CH3:4].[C:16]([C:18]1[C:19]([NH2:25])=[N:20][C:21]([NH2:24])=[CH:22][CH:23]=1)#[CH:17].C(N(CC)CC)C. The product is [CH2:1]([C:5]1[CH:10]=[CH:9][C:8]([CH2:11][C:12]2[CH:17]=[C:16]([C:18]3[C:19]([NH2:25])=[N:20][C:21]([NH2:24])=[CH:22][CH:23]=3)[O:14][N:13]=2)=[CH:7][CH:6]=1)[CH2:2][CH2:3][CH3:4]. (2) The reactants are [C:1]([O:5][C:6]([N:8]1[CH2:13][CH2:12][C:11](=O)[CH2:10][CH2:9]1)=[O:7])([CH3:4])([CH3:3])[CH3:2].[OH:15][CH:16]1[CH2:21][CH2:20][NH:19][CH2:18][CH2:17]1.C(O)(=O)C. The catalyst is C(O)C.[Pd]. The product is [C:1]([O:5][C:6]([N:8]1[CH2:13][CH2:12][CH:11]([N:19]2[CH2:20][CH2:21][CH:16]([OH:15])[CH2:17][CH2:18]2)[CH2:10][CH2:9]1)=[O:7])([CH3:4])([CH3:3])[CH3:2]. The yield is 0.715. (3) The reactants are [Br:1][C:2]([CH2:4][O:5][CH2:6][CH2:7][CH2:8][CH2:9][CH2:10][CH3:11])=[CH2:3].[OH-].[K+].[CH:14]([Br:17])(Br)[Br:15]. The catalyst is C(Cl)Cl. The product is [Br:15][C:14]1([Br:17])[CH2:3][C:2]1([Br:1])[CH2:4][O:5][CH2:6][CH2:7][CH2:8][CH2:9][CH2:10][CH3:11]. The yield is 0.870.